Task: Predict which catalyst facilitates the given reaction.. Dataset: Catalyst prediction with 721,799 reactions and 888 catalyst types from USPTO (1) Reactant: [F:1][CH:2]([CH3:35])[CH2:3][N:4]([S:26]([C:29]1[CH:30]=[N:31][CH:32]=[CH:33][CH:34]=1)(=[O:28])=[O:27])[C:5]1[CH:13]=[C:12]2[C:8]([CH2:9][CH2:10][CH2:11]2)=[CH:7][C:6]=1[O:14][CH2:15][C:16]1[CH:25]=[CH:24][C:19]([C:20]([O:22]C)=[O:21])=[CH:18][N:17]=1.[OH-].[Na+]. Product: [F:1][CH:2]([CH3:35])[CH2:3][N:4]([S:26]([C:29]1[CH:30]=[N:31][CH:32]=[CH:33][CH:34]=1)(=[O:28])=[O:27])[C:5]1[CH:13]=[C:12]2[C:8]([CH2:9][CH2:10][CH2:11]2)=[CH:7][C:6]=1[O:14][CH2:15][C:16]1[CH:25]=[CH:24][C:19]([C:20]([OH:22])=[O:21])=[CH:18][N:17]=1. The catalyst class is: 36. (2) Reactant: C1(P(C2C=CC=CC=2)C2C=CC=CC=2)C=CC=CC=1.CC[O:22]C(/N=N/C(OCC)=O)=O.C([O:34][C:35](=[O:53])[C@@H:36]([O:51][CH3:52])[CH2:37][C:38]1[CH:43]=[CH:42][C:41]([C:44]#[C:45][CH2:46][CH2:47][CH2:48][CH2:49][OH:50])=[CH:40][CH:39]=1)C.[O:54]([C:61]1[CH:66]=[CH:65][C:64](O)=[CH:63][CH:62]=1)[C:55]1[CH:60]=[CH:59][CH:58]=[CH:57][CH:56]=1. Product: [CH3:52][O:51][C@@H:36]([CH2:37][C:38]1[CH:39]=[CH:40][C:41]([C:44](=[O:22])[CH2:45][CH2:46][CH2:47][CH2:48][CH2:49][O:50][C:64]2[CH:63]=[CH:62][C:61]([O:54][C:55]3[CH:60]=[CH:59][CH:58]=[CH:57][CH:56]=3)=[CH:66][CH:65]=2)=[CH:42][CH:43]=1)[C:35]([OH:34])=[O:53]. The catalyst class is: 1. (3) Reactant: [CH3:1][O:2][C:3]1[CH:19]=[CH:18][C:6]([CH2:7][O:8][CH2:9][C:10]2[O:14][N:13]=[C:12]([C:15]([OH:17])=O)[CH:11]=2)=[CH:5][CH:4]=1.C(N(CC)CC)C.Cl.C(N=C=NCCCN(C)C)C.ON1C2C=CC=CC=2N=N1.[O:49]1[CH2:53][CH2:52][CH:51]([CH2:54][NH2:55])[CH2:50]1. Product: [O:49]1[CH2:53][CH2:52][CH:51]([CH2:54][NH:55][C:15]([C:12]2[CH:11]=[C:10]([CH2:9][O:8][CH2:7][C:6]3[CH:5]=[CH:4][C:3]([O:2][CH3:1])=[CH:19][CH:18]=3)[O:14][N:13]=2)=[O:17])[CH2:50]1. The catalyst class is: 408. (4) Reactant: [Br:1][C:2]1[CH:3]=[C:4]2[C:8](=[CH:9][CH:10]=1)[C:7](=[O:11])[N:6](CC1C=CC(OC)=CC=1)[C:5]2([CH3:22])[CH3:21]. Product: [Br:1][C:2]1[CH:3]=[C:4]2[C:8](=[CH:9][CH:10]=1)[C:7](=[O:11])[NH:6][C:5]2([CH3:22])[CH3:21]. The catalyst class is: 744. (5) Reactant: [CH:1]1([C:4]2([F:23])[CH2:7][N:6]([C:8]3[N:13]=[C:12](SC)[N:11]=[C:10]([NH:16][C:17]4[NH:21][N:20]=[C:19]([CH3:22])[CH:18]=4)[CH:9]=3)[CH2:5]2)[CH2:3][CH2:2]1.O[O:25][S:26]([O-:28])=O.[K+].[C:30]([O-])([O-])=O.[K+].[K+]. Product: [CH:1]1([C:4]2([F:23])[CH2:7][N:6]([C:8]3[N:13]=[C:12]([S:26]([CH3:30])(=[O:28])=[O:25])[N:11]=[C:10]([NH:16][C:17]4[NH:21][N:20]=[C:19]([CH3:22])[CH:18]=4)[CH:9]=3)[CH2:5]2)[CH2:2][CH2:3]1. The catalyst class is: 24.